Task: Predict the reaction yield, written as a fraction of the theoretical maximum amount of product (1.0 means a 100% yield; for example, 0.34 means a 34% yield).. Dataset: Reaction yield outcomes from USPTO patents with 853,638 reactions The reactants are [F:1][C:2]([F:15])([F:14])[C:3]1[C:12]2[C:7](=[CH:8][CH:9]=[CH:10][CH:11]=2)[N:6]=[C:5](O)[CH:4]=1.O=P(Cl)(Cl)[Cl:18]. No catalyst specified. The product is [Cl:18][C:5]1[CH:4]=[C:3]([C:2]([F:15])([F:14])[F:1])[C:12]2[C:7](=[CH:8][CH:9]=[CH:10][CH:11]=2)[N:6]=1. The yield is 0.780.